This data is from Catalyst prediction with 721,799 reactions and 888 catalyst types from USPTO. The task is: Predict which catalyst facilitates the given reaction. (1) Reactant: [F:1][C:2]1[CH:9]=[C:8]([F:10])[CH:7]=[CH:6][C:3]=1[NH:4][CH3:5].C([O-])([O-])=O.[K+].[K+].Br[CH2:18][C:19]([O:21][CH3:22])=[O:20].O. Product: [CH3:22][O:21][C:19](=[O:20])[CH2:18][N:4]([C:3]1[CH:6]=[CH:7][C:8]([F:10])=[CH:9][C:2]=1[F:1])[CH3:5]. The catalyst class is: 37. (2) Reactant: [CH2:1]([O:8][C:9]([N:11]1[CH2:25][CH2:24][C:15]2=[C:16](Cl)[N:17]3[C:21]([N:22]=[C:14]2[CH2:13][CH2:12]1)=[CH:20][CH:19]=[N:18]3)=[O:10])[C:2]1[CH:7]=[CH:6][CH:5]=[CH:4][CH:3]=1.[NH:26]1[CH2:31][CH2:30][O:29][CH2:28][CH2:27]1.O. Product: [CH2:1]([O:8][C:9]([N:11]1[CH2:25][CH2:24][C:15]2=[C:16]([N:26]3[CH2:31][CH2:30][O:29][CH2:28][CH2:27]3)[N:17]3[C:21]([N:22]=[C:14]2[CH2:13][CH2:12]1)=[CH:20][CH:19]=[N:18]3)=[O:10])[C:2]1[CH:7]=[CH:6][CH:5]=[CH:4][CH:3]=1. The catalyst class is: 8.